Regression. Given two drug SMILES strings and cell line genomic features, predict the synergy score measuring deviation from expected non-interaction effect. From a dataset of NCI-60 drug combinations with 297,098 pairs across 59 cell lines. (1) Drug 1: CN(C)N=NC1=C(NC=N1)C(=O)N. Drug 2: CC(C)(C#N)C1=CC(=CC(=C1)CN2C=NC=N2)C(C)(C)C#N. Cell line: UO-31. Synergy scores: CSS=18.0, Synergy_ZIP=-5.97, Synergy_Bliss=-1.87, Synergy_Loewe=-0.0516, Synergy_HSA=0.0329. (2) Drug 1: CCC1(CC2CC(C3=C(CCN(C2)C1)C4=CC=CC=C4N3)(C5=C(C=C6C(=C5)C78CCN9C7C(C=CC9)(C(C(C8N6C=O)(C(=O)OC)O)OC(=O)C)CC)OC)C(=O)OC)O.OS(=O)(=O)O. Drug 2: C1=NC(=NC(=O)N1C2C(C(C(O2)CO)O)O)N. Cell line: MALME-3M. Synergy scores: CSS=18.6, Synergy_ZIP=-5.18, Synergy_Bliss=5.95, Synergy_Loewe=-10.6, Synergy_HSA=3.96. (3) Drug 1: CS(=O)(=O)C1=CC(=C(C=C1)C(=O)NC2=CC(=C(C=C2)Cl)C3=CC=CC=N3)Cl. Drug 2: COCCOC1=C(C=C2C(=C1)C(=NC=N2)NC3=CC=CC(=C3)C#C)OCCOC.Cl. Cell line: MOLT-4. Synergy scores: CSS=13.1, Synergy_ZIP=-0.408, Synergy_Bliss=7.60, Synergy_Loewe=5.29, Synergy_HSA=5.05. (4) Drug 1: C1=CC(=CC=C1CCC2=CNC3=C2C(=O)NC(=N3)N)C(=O)NC(CCC(=O)O)C(=O)O. Drug 2: CC1=C(C=C(C=C1)NC(=O)C2=CC=C(C=C2)CN3CCN(CC3)C)NC4=NC=CC(=N4)C5=CN=CC=C5. Cell line: DU-145. Synergy scores: CSS=14.0, Synergy_ZIP=0.222, Synergy_Bliss=2.36, Synergy_Loewe=-11.0, Synergy_HSA=-1.96. (5) Drug 1: C1=C(C(=O)NC(=O)N1)N(CCCl)CCCl. Drug 2: CC1=C(C(=O)C2=C(C1=O)N3CC4C(C3(C2COC(=O)N)OC)N4)N. Cell line: NCI/ADR-RES. Synergy scores: CSS=19.0, Synergy_ZIP=-7.16, Synergy_Bliss=3.90, Synergy_Loewe=-1.40, Synergy_HSA=2.58. (6) Drug 1: C1=CN(C(=O)N=C1N)C2C(C(C(O2)CO)O)O.Cl. Drug 2: CN(C(=O)NC(C=O)C(C(C(CO)O)O)O)N=O. Cell line: HS 578T. Synergy scores: CSS=21.1, Synergy_ZIP=0.126, Synergy_Bliss=1.43, Synergy_Loewe=-13.6, Synergy_HSA=-0.346. (7) Drug 1: CC1C(C(=O)NC(C(=O)N2CCCC2C(=O)N(CC(=O)N(C(C(=O)O1)C(C)C)C)C)C(C)C)NC(=O)C3=C4C(=C(C=C3)C)OC5=C(C(=O)C(=C(C5=N4)C(=O)NC6C(OC(=O)C(N(C(=O)CN(C(=O)C7CCCN7C(=O)C(NC6=O)C(C)C)C)C)C(C)C)C)N)C. Drug 2: CC1C(C(CC(O1)OC2CC(CC3=C2C(=C4C(=C3O)C(=O)C5=C(C4=O)C(=CC=C5)OC)O)(C(=O)CO)O)N)O.Cl. Cell line: NCI-H522. Synergy scores: CSS=26.4, Synergy_ZIP=-5.82, Synergy_Bliss=-4.48, Synergy_Loewe=-6.60, Synergy_HSA=-2.57. (8) Drug 1: C1C(C(OC1N2C=NC(=NC2=O)N)CO)O. Drug 2: CC1C(C(CC(O1)OC2CC(CC3=C2C(=C4C(=C3O)C(=O)C5=C(C4=O)C(=CC=C5)OC)O)(C(=O)CO)O)N)O.Cl. Cell line: HCC-2998. Synergy scores: CSS=35.0, Synergy_ZIP=-6.89, Synergy_Bliss=-10.5, Synergy_Loewe=-13.5, Synergy_HSA=-6.58. (9) Drug 1: C(=O)(N)NO. Drug 2: COCCOC1=C(C=C2C(=C1)C(=NC=N2)NC3=CC=CC(=C3)C#C)OCCOC.Cl. Cell line: HCT-15. Synergy scores: CSS=-5.88, Synergy_ZIP=-1.73, Synergy_Bliss=-12.2, Synergy_Loewe=-8.05, Synergy_HSA=-13.2.